Dataset: Full USPTO retrosynthesis dataset with 1.9M reactions from patents (1976-2016). Task: Predict the reactants needed to synthesize the given product. (1) Given the product [OH:11][CH2:10][CH:9]([N:8]([CH2:6][C:5]1[NH:1][N:2]=[CH:3][CH:4]=1)[C:20](=[O:21])[O:19][C:16]([CH3:18])([CH3:17])[CH3:15])[CH3:12], predict the reactants needed to synthesize it. The reactants are: [NH:1]1[C:5]([CH:6]=O)=[CH:4][CH:3]=[N:2]1.[NH2:8][CH:9]([CH3:12])[CH2:10][OH:11].[BH4-].[Na+].[CH3:15][C:16]([O:19][C:20](O[C:20]([O:19][C:16]([CH3:18])([CH3:17])[CH3:15])=[O:21])=[O:21])([CH3:18])[CH3:17]. (2) Given the product [CH3:1][C:2]1[O:6][C:5]([C:7]2[CH:8]=[CH:9][CH:10]=[CH:11][CH:12]=2)=[N:4][C:3]=1[CH2:13][C:14]1[O:16][N:30]=[C:24]([C:25]([O:27][CH2:28][CH3:29])=[O:26])[N:23]=1, predict the reactants needed to synthesize it. The reactants are: [CH3:1][C:2]1[O:6][C:5]([C:7]2[CH:12]=[CH:11][CH:10]=[CH:9][CH:8]=2)=[N:4][C:3]=1[CH2:13][C:14]([OH:16])=O.C(Cl)(=O)C(Cl)=O.[NH2:23][C:24](=[N:30]O)[C:25]([O:27][CH2:28][CH3:29])=[O:26].C(N(CC)C(C)C)(C)C. (3) Given the product [CH3:17][C:14]1[S:13][C:12]([C:4]2[CH:3]=[C:2]([OH:1])[CH:7]=[CH:6][CH:5]=2)=[N:16][CH:15]=1, predict the reactants needed to synthesize it. The reactants are: [OH:1][C:2]1[CH:3]=[C:4](B(O)O)[CH:5]=[CH:6][CH:7]=1.Br[C:12]1[S:13][C:14]([CH3:17])=[CH:15][N:16]=1.[O-]P([O-])([O-])=O.[K+].[K+].[K+]. (4) The reactants are: [CH:1]1([NH2:7])[CH2:6][CH2:5][CH2:4][CH2:3][CH2:2]1.[CH:8](=O)[CH3:9]. Given the product [CH:8](=[N:7][CH:1]1[CH2:6][CH2:5][CH2:4][CH2:3][CH2:2]1)[CH3:9], predict the reactants needed to synthesize it. (5) The reactants are: [NH2:1][C:2]1[N:6]([C:7]2[CH:12]=[C:11]([S:13][CH2:14][C:15]([F:18])([F:17])[F:16])[C:10]([CH3:19])=[CH:9][C:8]=2[F:20])[N:5]=[C:4]([O:21][C:22]([F:30])([F:29])[CH:23]([F:28])[C:24]([F:27])([F:26])[F:25])[CH:3]=1.[Cl:31]N1C(=O)CCC1=O. Given the product [NH2:1][C:2]1[N:6]([C:7]2[CH:12]=[C:11]([S:13][CH2:14][C:15]([F:17])([F:18])[F:16])[C:10]([CH3:19])=[CH:9][C:8]=2[F:20])[N:5]=[C:4]([O:21][C:22]([F:29])([F:30])[CH:23]([F:28])[C:24]([F:25])([F:26])[F:27])[C:3]=1[Cl:31], predict the reactants needed to synthesize it. (6) Given the product [C:1]([O:5][C:6](=[O:35])[NH:7][C:8]1([C:12]2[CH:13]=[CH:14][C:15]([C:18]3[C:27]([C:28]4[CH:29]=[CH:30][CH:31]=[CH:32][CH:33]=4)=[CH:26][C:25]4[C:24](=[O:34])[N:23]([CH2:39][C:40]#[N:41])[CH2:22][CH2:21][C:20]=4[N:19]=3)=[CH:16][CH:17]=2)[CH2:11][CH2:10][CH2:9]1)([CH3:4])([CH3:2])[CH3:3], predict the reactants needed to synthesize it. The reactants are: [C:1]([O:5][C:6](=[O:35])[NH:7][C:8]1([C:12]2[CH:17]=[CH:16][C:15]([C:18]3[C:27]([C:28]4[CH:33]=[CH:32][CH:31]=[CH:30][CH:29]=4)=[CH:26][C:25]4[C:24](=[O:34])[NH:23][CH2:22][CH2:21][C:20]=4[N:19]=3)=[CH:14][CH:13]=2)[CH2:11][CH2:10][CH2:9]1)([CH3:4])([CH3:3])[CH3:2].[H-].[Na+].Br[CH2:39][C:40]#[N:41].[NH4+].[Cl-]. (7) Given the product [NH2:17][CH:18]1[CH2:19][CH2:20][N:21]([C:24]([C:25]2[CH:30]=[CH:29][C:28]([NH:31][C:32]3[N:33]=[CH:34][C:35]4[N:41]([CH3:42])[C:40](=[O:43])[C:39]([F:45])([F:44])[CH2:38][N:37]([CH:46]5[CH2:49][CH2:48][CH2:47]5)[C:36]=4[N:50]=3)=[C:27]([O:51][CH3:52])[CH:26]=2)=[O:53])[CH2:22][CH2:23]1, predict the reactants needed to synthesize it. The reactants are: C1C2C(COC(=O)[NH:17][CH:18]3[CH2:23][CH2:22][N:21]([C:24](=[O:53])[C:25]4[CH:30]=[CH:29][C:28]([NH:31][C:32]5[N:33]=[CH:34][C:35]6[N:41]([CH3:42])[C:40](=[O:43])[C:39]([F:45])([F:44])[CH2:38][N:37]([CH:46]7[CH2:49][CH2:48][CH2:47]7)[C:36]=6[N:50]=5)=[C:27]([O:51][CH3:52])[CH:26]=4)[CH2:20][CH2:19]3)C3C(=CC=CC=3)C=2C=CC=1.N1CCCCC1.